This data is from Forward reaction prediction with 1.9M reactions from USPTO patents (1976-2016). The task is: Predict the product of the given reaction. Given the reactants [Cl:1][C:2]1[N:3]=[C:4](Cl)[C:5]2[S:10][CH:9]=[C:8]([CH2:11][CH2:12][CH3:13])[C:6]=2[N:7]=1.[CH3:15][NH2:16], predict the reaction product. The product is: [Cl:1][C:2]1[N:3]=[C:4]([NH:16][CH3:15])[C:5]2[S:10][CH:9]=[C:8]([CH2:11][CH2:12][CH3:13])[C:6]=2[N:7]=1.